From a dataset of Full USPTO retrosynthesis dataset with 1.9M reactions from patents (1976-2016). Predict the reactants needed to synthesize the given product. (1) The reactants are: C1N=CN(C(N2C=NC=C2)=O)C=1.[CH:13]1[C:18]([C:19]2[CH:20]=[CH:21][C:22]([F:26])=[CH:23][C:24]=2[F:25])=[CH:17][C:16]([C:27]([OH:29])=[O:28])=[C:15]([OH:30])[CH:14]=1.C(O)(C)(C)C.[CH2:36]1[CH2:46]CN2C(=NCCC2)[CH2:38][CH2:37]1.C([O-])(O)=O.[Na+]. Given the product [F:25][C:24]1[CH:23]=[C:22]([F:26])[CH:21]=[CH:20][C:19]=1[C:18]1[CH:13]=[CH:14][C:15]([OH:30])=[C:16]([C:27]([O:29][CH2:46][CH2:36][CH2:37][CH3:38])=[O:28])[CH:17]=1, predict the reactants needed to synthesize it. (2) Given the product [CH2:1]([O:3][C:4]([C:6]1[N:7]([CH3:13])[C:8]([C:15]#[C:14][C:16]2[CH:21]=[CH:20][CH:19]=[C:18]([N:22]3[C:26]([CH3:27])=[CH:25][CH:24]=[C:23]3[CH3:28])[CH:17]=2)=[N:9][C:10]=1[CH3:11])=[O:5])[CH3:2], predict the reactants needed to synthesize it. The reactants are: [CH2:1]([O:3][C:4]([C:6]1[N:7]([CH3:13])[C:8](Br)=[N:9][C:10]=1[CH3:11])=[O:5])[CH3:2].[C:14]([C:16]1[CH:17]=[C:18]([N:22]2[C:26]([CH3:27])=[CH:25][CH:24]=[C:23]2[CH3:28])[CH:19]=[CH:20][CH:21]=1)#[CH:15]. (3) Given the product [ClH:24].[Cl:24][C:18]1[CH:19]=[C:20]2[C:15](=[CH:16][C:17]=1[CH3:25])[O:14][C:11]1([CH2:12][CH2:13][NH:8][CH2:9][CH2:10]1)[CH2:22][C:21]2=[O:23], predict the reactants needed to synthesize it. The reactants are: C([N:8]1[CH2:13][CH2:12][C:11]2([CH2:22][C:21](=[O:23])[C:20]3[C:15](=[CH:16][C:17]([CH3:25])=[C:18]([Cl:24])[CH:19]=3)[O:14]2)[CH2:10][CH2:9]1)(OC(C)(C)C)=O.Cl. (4) Given the product [Br:1][C:2]1[CH:3]=[C:4]([NH2:13])[C:5]([NH:6][CH2:7][CH:8]2[CH2:10][CH2:9]2)=[CH:11][CH:12]=1, predict the reactants needed to synthesize it. The reactants are: [Br:1][C:2]1[CH:12]=[CH:11][C:5]([NH:6][CH2:7][CH:8]2[CH2:10][CH2:9]2)=[C:4]([N+:13]([O-])=O)[CH:3]=1.[Cl-].[NH4+]. (5) Given the product [CH3:1][O:2][C:3]1[CH:8]=[CH:7][C:6]([N:14]2[C:13]([CH3:12])=[CH:17][C:16]([CH3:18])=[N:15]2)=[CH:5][CH:4]=1, predict the reactants needed to synthesize it. The reactants are: [CH3:1][O:2][C:3]1[CH:8]=[CH:7][C:6](B(O)O)=[CH:5][CH:4]=1.[CH3:12][C:13]1[CH:17]=[C:16]([CH3:18])[NH:15][N:14]=1. (6) Given the product [CH3:13][C:14]1[CH:29]=[C:17]2[N:18]=[C:19]([NH:28][C:10]([C@H:8]3[CH2:9][C@@H:7]3[C:1]3[CH:6]=[CH:5][CH:4]=[CH:3][CH:2]=3)=[O:11])[CH:20]=[C:21]([C:22]3[CH:27]=[CH:26][CH:25]=[CH:24][CH:23]=3)[N:16]2[N:15]=1, predict the reactants needed to synthesize it. The reactants are: [C:1]1([C@H:7]2[CH2:9][C@@H:8]2[C:10](Cl)=[O:11])[CH:6]=[CH:5][CH:4]=[CH:3][CH:2]=1.[CH3:13][C:14]1[CH:29]=[C:17]2[N:18]=[C:19]([NH2:28])[CH:20]=[C:21]([C:22]3[CH:27]=[CH:26][CH:25]=[CH:24][CH:23]=3)[N:16]2[N:15]=1. (7) Given the product [CH3:11][C:10]1[CH:9]=[CH:8][CH:7]=[C:6]2[C:5]=1[C:4](=[O:13])[NH:3][C:14]([CH:15]1[CH2:23][CH2:22][N:21]([CH3:24])[CH2:20][CH2:19]1)=[CH:12]2, predict the reactants needed to synthesize it. The reactants are: C([N:3]([CH2:14][CH3:15])[C:4](=[O:13])[C:5]1[C:10]([CH3:11])=[CH:9][CH:8]=[CH:7][C:6]=1[CH3:12])C.C(C1[CH2:23][CH2:22][N:21]([CH3:24])[CH2:20][CH2:19]1)#N. (8) Given the product [Cl:1][C:2]1[CH:7]=[CH:6][CH:5]=[CH:4][C:3]=1[N:8]1[C:12]([S:26][CH2:27][CH2:28][C:29]([O:31][CH2:32][CH:33]([CH2:38][CH3:39])[CH2:34][CH2:35][CH2:36][CH3:37])=[O:30])=[CH:11][C:10]([C:21]([O:23][CH2:24][CH3:25])=[O:22])=[N:9]1, predict the reactants needed to synthesize it. The reactants are: [Cl:1][C:2]1[CH:7]=[CH:6][CH:5]=[CH:4][C:3]=1[N:8]1[C:12](OS(C(F)(F)F)(=O)=O)=[CH:11][C:10]([C:21]([O:23][CH2:24][CH3:25])=[O:22])=[N:9]1.[SH:26][CH2:27][CH2:28][C:29]([O:31][CH2:32][CH:33]([CH2:38][CH3:39])[CH2:34][CH2:35][CH2:36][CH3:37])=[O:30].C(N(C(C)C)C(C)C)C.C1(P(C2C=CC=CC=2)C2C3OC4C(=CC=CC=4P(C4C=CC=CC=4)C4C=CC=CC=4)C(C)(C)C=3C=CC=2)C=CC=CC=1.